From a dataset of Forward reaction prediction with 1.9M reactions from USPTO patents (1976-2016). Predict the product of the given reaction. (1) Given the reactants [CH3:1][O:2][C:3]1[CH:4]=[C:5]([CH:8]=[CH:9][CH:10]=1)[CH2:6][Cl:7].[CH:11]1[CH:16]=[CH:15][C:14]([P:17]([C:24]2[CH:29]=[CH:28][CH:27]=[CH:26][CH:25]=2)[C:18]2[CH:23]=[CH:22][CH:21]=[CH:20][CH:19]=2)=[CH:13][CH:12]=1, predict the reaction product. The product is: [Cl-:7].[CH3:1][O:2][C:3]1[CH:4]=[C:5]([CH:8]=[CH:9][CH:10]=1)[CH2:6][PH:17]([C:18]1[CH:19]=[CH:20][CH:21]=[CH:22][CH:23]=1)([C:24]1[CH:29]=[CH:28][CH:27]=[CH:26][CH:25]=1)[C:14]1[CH:13]=[CH:12][CH:11]=[CH:16][CH:15]=1. (2) Given the reactants [NH2:1][C:2]1[CH2:7][O:6][CH2:5][C@:4]([C:11]2[CH:12]=[C:13]([NH:18][C:19]([C:21]3[C:26]([CH3:27])=[CH:25][C:24]([C:28]#[N:29])=[CH:23][N:22]=3)=[O:20])[CH:14]=[CH:15][C:16]=2[F:17])([CH:8]([F:10])[F:9])[N:3]=1.C(#N)C.[ClH:33], predict the reaction product. The product is: [OH2:6].[ClH:33].[NH2:1][C:2]1[CH2:7][O:6][CH2:5][C@:4]([C:11]2[CH:12]=[C:13]([NH:18][C:19]([C:21]3[C:26]([CH3:27])=[CH:25][C:24]([C:28]#[N:29])=[CH:23][N:22]=3)=[O:20])[CH:14]=[CH:15][C:16]=2[F:17])([CH:8]([F:10])[F:9])[N:3]=1. (3) Given the reactants O.Cl.[NH2:3][C:4]1[CH:22]=[CH:21][C:20]([N+:23]([O-])=O)=[C:19]2[C:5]=1[C:6](=[O:28])[C:7]1([OH:27])[C:11]3[CH:12]=[CH:13][C:14]([CH:16]([CH3:18])[CH3:17])=[CH:15][C:10]=3[O:9][C:8]12[OH:26], predict the reaction product. The product is: [NH2:3][C:4]1[CH:22]=[CH:21][C:20]([NH2:23])=[C:19]2[C:5]=1[C:6](=[O:28])[C:7]1([OH:27])[C:11]3[CH:12]=[CH:13][C:14]([CH:16]([CH3:18])[CH3:17])=[CH:15][C:10]=3[O:9][C:8]12[OH:26]. (4) Given the reactants O.[OH-].[Li+].[CH:4]1([C@H:10]([NH:15][C:16]([C:18]2[CH:23]=[CH:22][C:21]([F:24])=[CH:20][C:19]=2[NH:25][C:26]([NH:28][C:29]2[C:34]([CH3:35])=[CH:33][C:32]([CH2:36][CH:37]=[CH2:38])=[CH:31][C:30]=2[CH3:39])=[O:27])=[O:17])[C:11]([O:13]C)=[O:12])[CH2:9][CH2:8][CH2:7][CH2:6][CH2:5]1.CO.Cl, predict the reaction product. The product is: [CH:4]1([C@H:10]([NH:15][C:16]([C:18]2[CH:23]=[CH:22][C:21]([F:24])=[CH:20][C:19]=2[NH:25][C:26]([NH:28][C:29]2[C:34]([CH3:35])=[CH:33][C:32]([CH2:36][CH:37]=[CH2:38])=[CH:31][C:30]=2[CH3:39])=[O:27])=[O:17])[C:11]([OH:13])=[O:12])[CH2:5][CH2:6][CH2:7][CH2:8][CH2:9]1. (5) Given the reactants C[Si]([C:5]#[C:6][C:7]1[CH:12]=[CH:11][C:10]([C:13]#[C:14][C:15]2[CH:20]=[CH:19][C:18]([C:21]#[C:22][Si](C)(C)C)=[CH:17][CH:16]=2)=[CH:9][CH:8]=1)(C)C.CO.[OH-].[K+], predict the reaction product. The product is: [C:21]([C:18]1[CH:19]=[CH:20][C:15]([C:14]#[C:13][C:10]2[CH:11]=[CH:12][C:7]([C:6]#[CH:5])=[CH:8][CH:9]=2)=[CH:16][CH:17]=1)#[CH:22]. (6) Given the reactants [CH3:1][O:2][C:3]1[C:12]2[C:7](=[CH:8][CH:9]=[CH:10][CH:11]=2)[C:6]([C:13]2[O:14][C:15](=[O:23])[C:16]3[N:22]=[CH:21][CH:20]=[CH:19][C:17]=3[N:18]=2)=[CH:5][CH:4]=1.[CH:24]1([CH2:28][NH2:29])[CH2:27][CH2:26][CH2:25]1, predict the reaction product. The product is: [CH:24]1([CH2:28][NH:29][C:15]([C:16]2[C:17]([NH:18][C:13]([C:6]3[C:7]4[C:12](=[CH:11][CH:10]=[CH:9][CH:8]=4)[C:3]([O:2][CH3:1])=[CH:4][CH:5]=3)=[O:14])=[CH:19][CH:20]=[CH:21][N:22]=2)=[O:23])[CH2:27][CH2:26][CH2:25]1.